This data is from Forward reaction prediction with 1.9M reactions from USPTO patents (1976-2016). The task is: Predict the product of the given reaction. (1) Given the reactants [Br:1][C:2]1[CH:7]=[C:6]([N+:8]([O-])=O)[C:5]([F:11])=[CH:4][C:3]=1[CH3:12].[H][H], predict the reaction product. The product is: [Br:1][C:2]1[C:3]([CH3:12])=[CH:4][C:5]([F:11])=[C:6]([CH:7]=1)[NH2:8]. (2) Given the reactants Br[C:2]1[CH:6]=[CH:5][O:4][C:3]=1[C:7]([O:9][CH2:10][CH3:11])=[O:8].C([Sn](CCCC)(CCCC)[C:17]1[CH:22]=[CH:21][N:20]=[CH:19][CH:18]=1)CCC.[F-].[NH4+], predict the reaction product. The product is: [N:20]1[CH:21]=[CH:22][C:17]([C:2]2[CH:6]=[CH:5][O:4][C:3]=2[C:7]([O:9][CH2:10][CH3:11])=[O:8])=[CH:18][CH:19]=1. (3) Given the reactants [CH3:1][O:2][C:3]1[CH:8]=[CH:7][C:6]([S:9][CH2:10][C:11](O)=O)=[CH:5][CH:4]=1.COC1C=CC(S)=CC=1.BrCC[CH2:26][CH2:27][CH2:28][C:29]([O:31]CC)=[O:30].[OH-].[K+], predict the reaction product. The product is: [CH3:1][O:2][C:3]1[CH:4]=[CH:5][C:6]([S:9][CH2:10][CH2:11][CH2:26][CH2:27][CH2:28][C:29]([OH:31])=[O:30])=[CH:7][CH:8]=1. (4) Given the reactants [N:1]1([C:7]2[CH:15]=[C:14]3[C:10]([CH2:11][C:12](=[O:16])[NH:13]3)=[CH:9][CH:8]=2)[CH2:6][CH2:5][O:4][CH2:3][CH2:2]1.[CH:17]([C:19]1[NH:20][C:21]2[CH2:22][CH2:23][CH2:24][CH2:25][C:26]=2[C:27]=1[CH2:28][CH2:29][C:30]([OH:32])=[O:31])=O.N1CCCCC1, predict the reaction product. The product is: [N:1]1([C:7]2[CH:15]=[C:14]3[C:10]([C:11](=[CH:17][C:19]4[NH:20][C:21]5[CH2:22][CH2:23][CH2:24][CH2:25][C:26]=5[C:27]=4[CH2:28][CH2:29][C:30]([OH:32])=[O:31])[C:12](=[O:16])[NH:13]3)=[CH:9][CH:8]=2)[CH2:6][CH2:5][O:4][CH2:3][CH2:2]1. (5) Given the reactants [CH3:1][O:2][C:3]1[CH:8]=[CH:7][C:6]([C:9]2[N:10]=[C:11]([C:22]3([C:28]#[N:29])[CH2:27][CH2:26][NH:25][CH2:24][CH2:23]3)[O:12][C:13]=2[C:14]2[CH:19]=[CH:18][C:17]([O:20][CH3:21])=[CH:16][CH:15]=2)=[CH:5][CH:4]=1.ClC(Cl)(O[C:34](=[O:40])OC(Cl)(Cl)Cl)Cl.C(N(CC)CC)C.Cl.[CH3:50][NH:51][OH:52], predict the reaction product. The product is: [CH3:1][O:2][C:3]1[CH:8]=[CH:7][C:6]([C:9]2[N:10]=[C:11]([C:22]3([C:28]#[N:29])[CH2:27][CH2:26][N:25]([C:34](=[O:40])[N:51]([OH:52])[CH3:50])[CH2:24][CH2:23]3)[O:12][C:13]=2[C:14]2[CH:15]=[CH:16][C:17]([O:20][CH3:21])=[CH:18][CH:19]=2)=[CH:5][CH:4]=1. (6) Given the reactants [F:1][C:2]([F:10])([F:9])[CH2:3][CH2:4][CH2:5][C:6]([OH:8])=O.C(Cl)(=O)C(Cl)=O.[CH2:17]([C@H:24]1[CH2:28][O:27][C:26](=[O:29])[NH:25]1)[C:18]1[CH:23]=[CH:22][CH:21]=[CH:20][CH:19]=1.[Li]CCCC, predict the reaction product. The product is: [CH2:17]([C@H:24]1[CH2:28][O:27][C:26](=[O:29])[N:25]1[C:6](=[O:8])[CH2:5][CH2:4][CH2:3][C:2]([F:1])([F:10])[F:9])[C:18]1[CH:19]=[CH:20][CH:21]=[CH:22][CH:23]=1. (7) The product is: [CH2:28]([O:30][CH2:31][CH2:32][C:33]1[N:35]=[C:25]([CH:11]2[CH2:12][CH:13]([C:15]3[CH:20]=[CH:19][C:18]([C:21]([F:22])([F:23])[F:24])=[CH:17][CH:16]=3)[CH2:14][N:9]([C:7]([N:1]3[CH2:6][CH2:5][S:4][CH2:3][CH2:2]3)=[O:8])[CH2:10]2)[O:27][N:34]=1)[CH3:29]. Given the reactants [N:1]1([C:7]([N:9]2[CH2:14][CH:13]([C:15]3[CH:20]=[CH:19][C:18]([C:21]([F:24])([F:23])[F:22])=[CH:17][CH:16]=3)[CH2:12][CH:11]([C:25]([OH:27])=O)[CH2:10]2)=[O:8])[CH2:6][CH2:5][S:4][CH2:3][CH2:2]1.[CH2:28]([O:30][CH2:31][CH2:32][C:33](=[N:35]O)[NH2:34])[CH3:29], predict the reaction product.